This data is from Cav3 T-type calcium channel HTS with 100,875 compounds. The task is: Binary Classification. Given a drug SMILES string, predict its activity (active/inactive) in a high-throughput screening assay against a specified biological target. The compound is S\1C(Cc2ccc(cc2)C)C(=O)N(C1=N\N=C/c1occc1)CC=C. The result is 0 (inactive).